Task: Predict the reaction yield, written as a fraction of the theoretical maximum amount of product (1.0 means a 100% yield; for example, 0.34 means a 34% yield).. Dataset: Reaction yield outcomes from USPTO patents with 853,638 reactions The reactants are C[O:2][C:3]1[N:8]=[CH:7][C:6](/[CH:9]=[CH:10]/[C:11]2[C:19]3[C:14](=[CH:15][CH:16]=[CH:17][CH:18]=3)[NH:13][N:12]=2)=[CH:5][CH:4]=1.Br.C(=O)([O-])O.[Na+]. No catalyst specified. The product is [O:2]=[C:3]1[CH:4]=[CH:5][C:6](/[CH:9]=[CH:10]/[C:11]2[C:19]3[C:14](=[CH:15][CH:16]=[CH:17][CH:18]=3)[NH:13][N:12]=2)=[CH:7][NH:8]1. The yield is 0.880.